From a dataset of Reaction yield outcomes from USPTO patents with 853,638 reactions. Predict the reaction yield, written as a fraction of the theoretical maximum amount of product (1.0 means a 100% yield; for example, 0.34 means a 34% yield). (1) The reactants are [CH3:1][O:2][N:3]=[C:4]([CH2:6][CH2:7][C:8]1[C:13]([Cl:14])=[CH:12][C:11]([Cl:15])=[CH:10][C:9]=1[Cl:16])[CH3:5].C([BH3-])#N.[Na+]. The catalyst is C(O)(=O)C. The product is [CH3:1][O:2][NH:3][CH:4]([CH3:5])[CH2:6][CH2:7][C:8]1[C:9]([Cl:16])=[CH:10][C:11]([Cl:15])=[CH:12][C:13]=1[Cl:14]. The yield is 0.900. (2) The reactants are [NH2:1][CH2:2][C:3]([N:5]1[CH2:9][C@H:8]([NH:10][C:11](=[O:18])[C:12]2[CH:17]=[CH:16][CH:15]=[CH:14][CH:13]=2)[CH2:7][C@H:6]1[C:19]([OH:21])=[O:20])=[O:4].C(N(CC)CC)C.[F:29][C:30]([F:41])([F:40])[C:31](O[C:31](=[O:32])[C:30]([F:41])([F:40])[F:29])=[O:32]. The catalyst is CC(C)=O. The product is [C:11]([NH:10][C@H:8]1[CH2:9][N:5]([C:3](=[O:4])[CH2:2][NH:1][C:31](=[O:32])[C:30]([F:41])([F:40])[F:29])[C@H:6]([C:19]([OH:21])=[O:20])[CH2:7]1)(=[O:18])[C:12]1[CH:13]=[CH:14][CH:15]=[CH:16][CH:17]=1. The yield is 0.180.